The task is: Predict which catalyst facilitates the given reaction.. This data is from Catalyst prediction with 721,799 reactions and 888 catalyst types from USPTO. (1) Reactant: CC1(C)[O:6][CH:5]2[CH2:7][CH2:8][CH:9]([C:11]3[CH:16]=[CH:15][C:14]([N+:17]([O-:19])=[O:18])=[CH:13][CH:12]=3)[CH2:10][CH:4]2O1.[H][H]. Product: [N+:17]([C:14]1[CH:13]=[CH:12][C:11]([CH:9]2[CH2:8][CH2:7][C:5](=[O:6])[CH2:4][CH2:10]2)=[CH:16][CH:15]=1)([O-:19])=[O:18]. The catalyst class is: 19. (2) Reactant: [C:1]([O:4][C@@H:5]1[C@@H:13]([C@@:14]2([CH3:41])[CH2:19][CH2:18][C@H:17]([OH:20])[CH2:16][C@@H:15]2[CH2:21][CH2:22][O:23][Si:24]([C:37]([CH3:40])([CH3:39])[CH3:38])([C:31]2[CH:36]=[CH:35][CH:34]=[CH:33][CH:32]=2)[C:25]2[CH:30]=[CH:29][CH:28]=[CH:27][CH:26]=2)[CH2:12][CH2:11][C@@:10]2([CH3:42])[C@H:6]1[CH2:7][CH2:8][C:9]12OCC[O:43]1)(=[O:3])[CH3:2].C1COCC1. Product: [C:1]([O:4][C@@H:5]1[C@@H:13]([C@@:14]2([CH3:41])[CH2:19][CH2:18][C@H:17]([OH:20])[CH2:16][C@@H:15]2[CH2:21][CH2:22][O:23][Si:24]([C:37]([CH3:40])([CH3:39])[CH3:38])([C:25]2[CH:26]=[CH:27][CH:28]=[CH:29][CH:30]=2)[C:31]2[CH:36]=[CH:35][CH:34]=[CH:33][CH:32]=2)[CH2:12][CH2:11][C@@:10]2([CH3:42])[C@H:6]1[CH2:7][CH2:8][C:9]2=[O:43])(=[O:3])[CH3:2]. The catalyst class is: 52. (3) Reactant: [CH2:1]([O:3][C:4]([C:6]1([C:9]2[CH:14]=[CH:13][C:12]([C:15]3[CH:20]=[CH:19][C:18]([C:21]4[S:22][C:23]([Cl:29])=[CH:24][C:25]=4C(=O)N)=[CH:17][C:16]=3[N+:30]([O-:32])=[O:31])=[CH:11][CH:10]=2)[CH2:8][CH2:7]1)=[O:5])[CH3:2].[N:33]1[CH:38]=CC=CC=1.FC(F)(F)C(OI(C1C=CC=CC=1)OC(=O)C(F)(F)F)=[O:42].[Cl:60][C:61]1[CH:66]=[CH:65][CH:64]=[CH:63][C:62]=1[C@H:67]([OH:69])[CH3:68]. Product: [CH2:1]([O:3][C:4]([C:6]1([C:9]2[CH:10]=[CH:11][C:12]([C:15]3[CH:20]=[CH:19][C:18]([C:21]4[S:22][C:23]([Cl:29])=[CH:24][C:25]=4[NH:33][C:38]([O:69][C@@H:67]([C:62]4[CH:63]=[CH:64][CH:65]=[CH:66][C:61]=4[Cl:60])[CH3:68])=[O:42])=[CH:17][C:16]=3[N+:30]([O-:32])=[O:31])=[CH:13][CH:14]=2)[CH2:8][CH2:7]1)=[O:5])[CH3:2]. The catalyst class is: 11. (4) Product: [Br:9][C:5]1[CH:4]=[C:3]([O:10][CH2:18][CH2:19][CH2:20][CH2:21][CH2:22][CH3:23])[C:2]([Br:1])=[CH:7][C:6]=1[O:14][CH2:11][CH2:4][CH2:3][CH2:2][CH2:7][CH3:6]. The catalyst class is: 16. Reactant: [Br:1][C:2]1[CH:7]=[C:6](O)[C:5]([Br:9])=[CH:4][C:3]=1[OH:10].[C:11]([O-:14])([O-])=O.[K+].[K+].Br[CH2:18][CH2:19][CH2:20][CH2:21][CH2:22][CH3:23].